This data is from Forward reaction prediction with 1.9M reactions from USPTO patents (1976-2016). The task is: Predict the product of the given reaction. (1) Given the reactants [OH:1][CH2:2][P:3](=[O:10])([O:7][CH2:8][CH3:9])[O:4][CH2:5][CH3:6].N1C(C)=CC=CC=1C.[S:19](O[S:19]([C:22]([F:25])([F:24])[F:23])(=[O:21])=[O:20])([C:22]([F:25])([F:24])[F:23])(=[O:21])=[O:20], predict the reaction product. The product is: [CH2:5]([O:4][P:3]([CH2:2][O:1][S:19]([C:22]([F:25])([F:24])[F:23])(=[O:21])=[O:20])(=[O:10])[O:7][CH2:8][CH3:9])[CH3:6]. (2) Given the reactants [C:1]([NH2:5])([CH3:4])([CH3:3])[CH3:2].[C:6]([NH:13][CH2:14][CH2:15][C:16](O)=[O:17])([O:8][C:9]([CH3:12])([CH3:11])[CH3:10])=[O:7].C(N(CC)CC)C.[I-].ClC1C=CC=C[N+]=1C, predict the reaction product. The product is: [C:9]([O:8][C:6]([NH:13][CH2:14][CH2:15][C:16]([NH:5][C:1]([CH3:4])([CH3:3])[CH3:2])=[O:17])=[O:7])([CH3:12])([CH3:11])[CH3:10]. (3) Given the reactants [CH3:1][O:2][C:3]([C:5]1(COC)[CH2:9][CH2:8][NH:7][CH2:6]1)=[O:4].C(O)(=O)[C@@H:14]([C@H](C(O)=O)O)[OH:15].C(O)(=O)C(C(C(O)=O)O)O, predict the reaction product. The product is: [CH3:1][O:2][C:3]([C:5]1([O:15][CH3:14])[CH2:9][CH2:8][NH:7][CH2:6]1)=[O:4]. (4) The product is: [Cl:1][C:2]1[CH:7]=[CH:6][C:5]([S:8]([CH:11]([C:20]2[CH:25]=[C:24]([F:26])[CH:23]=[CH:22][C:21]=2[F:27])[CH:12]([CH3:19])[CH2:13][CH2:14][CH2:15][S:16]([CH3:18])(=[O:36])=[O:17])(=[O:10])=[O:9])=[CH:4][CH:3]=1. Given the reactants [Cl:1][C:2]1[CH:7]=[CH:6][C:5]([S:8]([CH:11]([C:20]2[CH:25]=[C:24]([F:26])[CH:23]=[CH:22][C:21]=2[F:27])[CH:12]([CH3:19])[CH2:13][CH2:14][CH2:15][S:16]([CH3:18])=[O:17])(=[O:10])=[O:9])=[CH:4][CH:3]=1.ClC1C=CC=C(C(OO)=[O:36])C=1, predict the reaction product. (5) Given the reactants Cl[CH2:2][C:3]1[NH:4][C:5](=[O:17])[C:6]2[N:7]=[CH:8][N:9]([CH:12]3[CH2:16][CH2:15][CH2:14][CH2:13]3)[C:10]=2[N:11]=1.[NH2:18][CH2:19][CH2:20][OH:21], predict the reaction product. The product is: [CH:12]1([N:9]2[CH:8]=[N:7][C:6]3[C:5](=[O:17])[NH:4][C:3]([CH2:2][NH:18][CH2:19][CH2:20][OH:21])=[N:11][C:10]2=3)[CH2:16][CH2:15][CH2:14][CH2:13]1. (6) Given the reactants Cl.[NH:2]1[CH2:7][CH2:6][CH:5]([NH:8][C:9]2[O:10][C:11]3[CH:17]=[CH:16][C:15]([O:18][S:19]([CH3:22])(=[O:21])=[O:20])=[CH:14][C:12]=3[N:13]=2)[CH2:4][CH2:3]1.[CH2:23]([O:25][C:26]1[CH:31]=[C:30]([CH:32]=O)[CH:29]=[C:28]([O:34][CH2:35][CH3:36])[C:27]=1[C:37]1[CH:42]=[CH:41][C:40]([F:43])=[CH:39][CH:38]=1)[CH3:24].C([BH3-])#N.[Na+].C(N(C(C)C)C(C)C)C, predict the reaction product. The product is: [CH2:23]([O:25][C:26]1[CH:31]=[C:30]([CH2:32][N:2]2[CH2:3][CH2:4][CH:5]([NH:8][C:9]3[O:10][C:11]4[CH:17]=[CH:16][C:15]([O:18][S:19]([CH3:22])(=[O:20])=[O:21])=[CH:14][C:12]=4[N:13]=3)[CH2:6][CH2:7]2)[CH:29]=[C:28]([O:34][CH2:35][CH3:36])[C:27]=1[C:37]1[CH:38]=[CH:39][C:40]([F:43])=[CH:41][CH:42]=1)[CH3:24]. (7) Given the reactants [C:1]([OH:6])(=[O:5])[C:2]([OH:4])=[O:3].[N+:7]([O-:10])([OH:9])=[O:8], predict the reaction product. The product is: [C:1]([OH:6])(=[O:5])[C:2]([OH:4])=[O:3].[N+:7]([O-:10])([OH:9])=[O:8]. (8) Given the reactants [F:1][C:2]([F:24])([F:23])[S:3]([O:6][C:7]1[CH:12]=[C:11]([OH:13])[CH:10]=[CH:9][C:8]=1[C:14]1[CH:19]=[C:18]([O:20][CH3:21])[CH:17]=[CH:16][C:15]=1[F:22])(=[O:5])=[O:4].[C:25](O[C:25]([O:27][C:28]([CH3:31])([CH3:30])[CH3:29])=[O:26])([O:27][C:28]([CH3:31])([CH3:30])[CH3:29])=[O:26].C(N(CC)C(C)C)(C)C.O, predict the reaction product. The product is: [F:24][C:2]([F:23])([F:1])[S:3]([O:6][C:7]1[CH:12]=[C:11]([O:13][C:25]([O:27][C:28]([CH3:31])([CH3:30])[CH3:29])=[O:26])[CH:10]=[CH:9][C:8]=1[C:14]1[CH:19]=[C:18]([O:20][CH3:21])[CH:17]=[CH:16][C:15]=1[F:22])(=[O:5])=[O:4].